Dataset: Full USPTO retrosynthesis dataset with 1.9M reactions from patents (1976-2016). Task: Predict the reactants needed to synthesize the given product. (1) Given the product [CH:1]1([C:4]2[C:5]([C:10]3[CH:15]=[CH:14][C:13]([CH2:16][C:17]([OH:19])=[O:18])=[CH:12][CH:11]=3)=[N:6][CH:7]=[CH:8][N:9]=2)[CH2:2][CH2:3]1, predict the reactants needed to synthesize it. The reactants are: [CH:1]1([C:4]2[C:5]([C:10]3[CH:15]=[CH:14][C:13]([CH2:16][C:17]([O:19]C)=[O:18])=[CH:12][CH:11]=3)=[N:6][CH:7]=[CH:8][N:9]=2)[CH2:3][CH2:2]1.[Li+].[OH-].Cl. (2) The reactants are: [OH:1][C:2]1[C:15]2[C:14](=[O:16])[C:13]3[C:8](=[CH:9][CH:10]=[CH:11][CH:12]=3)[C:7](=[O:17])[C:6]=2[C:5](O)=[CH:4][CH:3]=1.Br[CH2:20][CH2:21][CH2:22][CH2:23][CH2:24][CH2:25][CH2:26][CH3:27].[C:28](=[O:31])([O-])[O-].[K+].[K+]. Given the product [CH2:20]([O:1][C:2]1[C:15]2[C:14](=[O:16])[C:13]3[C:8](=[CH:9][CH:10]=[CH:11][CH:12]=3)[C:7](=[O:17])[C:6]=2[C:5]([O:31][CH2:28][CH2:14][CH2:15][CH2:2][CH2:3][CH2:4][CH2:5][CH3:6])=[CH:4][CH:3]=1)[CH2:21][CH2:22][CH2:23][CH2:24][CH2:25][CH2:26][CH3:27], predict the reactants needed to synthesize it. (3) Given the product [CH2:12]([O:16][C:4]([CH3:6])([CH3:7])[C:3]([O:9][CH2:10][CH3:11])=[O:8])[CH:13]=[CH2:14], predict the reactants needed to synthesize it. The reactants are: [H-].[Na+].[C:3]([O:9][CH2:10][CH3:11])(=[O:8])[C:4]([CH3:7])([CH3:6])C.[CH2:12](Br)[CH:13]=[CH2:14].[OH2:16]. (4) Given the product [CH3:19][C:17]1[CH:18]=[C:10]([CH2:9][CH:8]([NH:20][C:21]([N:23]2[CH2:28][CH2:27][CH:26]([N:29]3[CH2:38][C:37]4[C:32](=[CH:33][CH:34]=[CH:35][CH:36]=4)[NH:31][C:30]3=[O:39])[CH2:25][CH2:24]2)=[O:22])[C:6]2[CH:5]=[CH:4][CH:3]=[C:2]([CH3:41])[N:7]=2)[CH:11]=[C:12]2[C:16]=1[NH:15][N:14]=[CH:13]2, predict the reactants needed to synthesize it. The reactants are: Br[C:2]1[N:7]=[C:6]([CH:8]([NH:20][C:21]([N:23]2[CH2:28][CH2:27][CH:26]([N:29]3[CH2:38][C:37]4[C:32](=[CH:33][CH:34]=[CH:35][CH:36]=4)[NH:31][C:30]3=[O:39])[CH2:25][CH2:24]2)=[O:22])[CH2:9][C:10]2[CH:11]=[C:12]3[C:16](=[C:17]([CH3:19])[CH:18]=2)[NH:15][N:14]=[CH:13]3)[CH:5]=[CH:4][CH:3]=1.O1CCC[CH2:41]1. (5) Given the product [Cl:14][C:15]1[N:16]=[CH:17][C:18]([C:21]([N:10]2[CH2:11][CH2:12][CH2:13][N:7]([CH:3]3[CH2:6][CH2:5][CH2:4]3)[CH2:8][CH2:9]2)=[O:22])=[N:19][CH:20]=1, predict the reactants needed to synthesize it. The reactants are: Cl.Cl.[CH:3]1([N:7]2[CH2:13][CH2:12][CH2:11][NH:10][CH2:9][CH2:8]2)[CH2:6][CH2:5][CH2:4]1.[Cl:14][C:15]1[N:16]=[CH:17][C:18]([C:21](Cl)=[O:22])=[N:19][CH:20]=1. (6) Given the product [CH3:2][O:3][C:4]1[CH:5]=[C:6]([C:14]2[C@@:18]3([CH3:33])[CH2:19][CH2:20][C@H:21]4[C@H:30]([C@@H:17]3[CH2:16][CH:15]=2)[CH2:29][CH:28]=[C:27]2[C@:22]4([CH3:32])[CH2:23][CH2:24][C:25](=[O:31])[NH:26]2)[CH:7]=[N:8][CH:9]=1, predict the reactants needed to synthesize it. The reactants are: O.[CH3:2][O:3][C:4]1[CH:5]=[C:6](B(O)O)[CH:7]=[N:8][CH:9]=1.I[C:14]1[C@@:18]2([CH3:33])[CH2:19][CH2:20][C@H:21]3[C@H:30]([C@@H:17]2[CH2:16][CH:15]=1)[CH2:29][CH:28]=[C:27]1[C@:22]3([CH3:32])[CH2:23][CH2:24][C:25](=[O:31])[NH:26]1. (7) Given the product [NH:1]1[C:5]2=[N:6][CH:7]=[CH:8][CH:9]=[C:4]2[C:3]([C:10]2[N:11]=[C:12]([CH2:15][NH:16][C:17]([C:18]3[S:27][CH:21]=[CH:20][CH:19]=3)=[O:26])[S:13][CH:14]=2)=[CH:2]1, predict the reactants needed to synthesize it. The reactants are: [NH:1]1[C:5]2=[N:6][CH:7]=[CH:8][CH:9]=[C:4]2[C:3]([C:10]2[N:11]=[C:12]([CH2:15][NH:16][C:17](=[O:26])[C:18]3C=C[CH:21]=[C:20](OC)[CH:19]=3)[S:13][CH:14]=2)=[CH:2]1.[S:27]1C=CC=C1C(Cl)=O.COC1C=C(C=CC=1)C(Cl)=O. (8) Given the product [CH:1]1([C:4]2[N:5]=[C:6]3[C:12]([C:13]([OH:25])=[O:14])=[CH:11][N:10]([CH2:15][O:16][CH2:17][CH2:18][Si:19]([CH3:22])([CH3:21])[CH3:20])[C:7]3=[N:8][CH:9]=2)[CH2:2][CH2:3]1, predict the reactants needed to synthesize it. The reactants are: [CH:1]1([C:4]2[N:5]=[C:6]3[C:12]([CH:13]=[O:14])=[CH:11][N:10]([CH2:15][O:16][CH2:17][CH2:18][Si:19]([CH3:22])([CH3:21])[CH3:20])[C:7]3=[N:8][CH:9]=2)[CH2:3][CH2:2]1.S(=O)(=O)([OH:25])N.Cl([O-])=O.[Na+].P([O-])(O)(O)=O.[K+]. (9) Given the product [CH2:1]([C@H:8]1[CH2:17][NH:16][C:15]2[C:10](=[CH:11][CH:12]=[CH:13][CH:14]=2)[NH:9]1)[C:2]1[CH:3]=[CH:4][CH:5]=[CH:6][CH:7]=1, predict the reactants needed to synthesize it. The reactants are: [CH2:1]([C:8]1[CH:17]=[N:16][C:15]2[C:10](=[CH:11][CH:12]=[CH:13][CH:14]=2)[N:9]=1)[C:2]1[CH:7]=[CH:6][CH:5]=[CH:4][CH:3]=1. (10) The reactants are: [Br:1][C:2]1[CH:7]=[CH:6][CH:5]=[CH:4][C:3]=1[OH:8].Br[CH2:10][CH:11]1[CH2:13][CH2:12]1. Given the product [Br:1][C:2]1[CH:7]=[CH:6][CH:5]=[CH:4][C:3]=1[O:8][CH2:10][CH:11]1[CH2:13][CH2:12]1, predict the reactants needed to synthesize it.